From a dataset of Full USPTO retrosynthesis dataset with 1.9M reactions from patents (1976-2016). Predict the reactants needed to synthesize the given product. (1) The reactants are: Cl[C:2]1[C:7]([CH3:8])=[C:6]([C:9]2[CH:14]=[CH:13][C:12]([CH3:15])=[CH:11][CH:10]=2)[N:5]=[CH:4][N:3]=1.[CH2:16]([N:20]([CH2:36][C:37]1[CH:49]=[CH:48][C:40]([O:41][CH2:42][C:43]([O:45][CH2:46][CH3:47])=[O:44])=[C:39]([CH3:50])[CH:38]=1)C1C(C)=C(C2C=CC(OC)=CC=2)N=CN=1)[CH2:17][CH2:18][CH3:19]. Given the product [CH2:16]([N:20]([CH2:36][C:37]1[CH:49]=[CH:48][C:40]([O:41][CH2:42][C:43]([O:45][CH2:46][CH3:47])=[O:44])=[C:39]([CH3:50])[CH:38]=1)[C:2]1[C:7]([CH3:8])=[C:6]([C:9]2[CH:14]=[CH:13][C:12]([CH3:15])=[CH:11][CH:10]=2)[N:5]=[CH:4][N:3]=1)[CH2:17][CH2:18][CH3:19], predict the reactants needed to synthesize it. (2) Given the product [F:32][C:33]1[C:38]([F:39])=[CH:37][C:36]([C:24]2[CH:23]=[CH:22][N:21]=[CH:20][C:19]=2[NH:2][CH3:3])=[C:35]([O:43][CH3:44])[CH:34]=1, predict the reactants needed to synthesize it. The reactants are: C[N:2]([C:19]1[CH:20]=[N:21][CH:22]=[CH:23][C:24]=1N1CCCCC1C)[C:3](=O)C1C=C(C(F)(F)F)C=C(C(F)(F)F)C=1.[F:32][C:33]1[C:38]([F:39])=[CH:37][C:36](B(O)O)=[C:35]([O:43][CH3:44])[CH:34]=1. (3) Given the product [CH3:4][O:5][C:6]1[CH:25]=[CH:24][C:9]([CH2:1][N:2]([CH3:28])[NH2:3])=[CH:8][C:7]=1[CH3:26], predict the reactants needed to synthesize it. The reactants are: [CH3:1][NH:2][NH2:3].[CH3:4][O:5][C:6]1[CH:25]=[CH:24][C:9](CCNN2C(=O)C3C(=CC=CC=3)C2=O)=[CH:8][C:7]=1[CH3:26].O1CCC[CH2:28]1.